Task: Predict the reactants needed to synthesize the given product.. Dataset: Full USPTO retrosynthesis dataset with 1.9M reactions from patents (1976-2016) Given the product [C:1]1([S:7]([NH:10][C:11]([NH:13][C:14]2[CH:15]=[C:16]([C:22]([C:26]3[CH:31]=[CH:30][C:29]([O:32][CH3:33])=[C:28]([O:34][CH2:35][CH3:36])[CH:27]=3)=[CH:23][C:24]#[N:25])[CH:17]=[CH:18][C:19]=2[O:20][CH3:21])=[O:12])(=[O:8])=[O:9])[CH:2]=[CH:3][CH:4]=[CH:5][CH:6]=1, predict the reactants needed to synthesize it. The reactants are: [C:1]1([S:7]([N:10]=[C:11]=[O:12])(=[O:9])=[O:8])[CH:6]=[CH:5][CH:4]=[CH:3][CH:2]=1.[NH2:13][C:14]1[CH:15]=[C:16]([C:22]([C:26]2[CH:31]=[CH:30][C:29]([O:32][CH3:33])=[C:28]([O:34][CH2:35][CH3:36])[CH:27]=2)=[CH:23][C:24]#[N:25])[CH:17]=[CH:18][C:19]=1[O:20][CH3:21].